Dataset: Reaction yield outcomes from USPTO patents with 853,638 reactions. Task: Predict the reaction yield, written as a fraction of the theoretical maximum amount of product (1.0 means a 100% yield; for example, 0.34 means a 34% yield). The reactants are C(OC(=O)[NH:7][C@H:8]([C:13](=[S:15])[NH2:14])[CH2:9][CH:10]([CH3:12])[CH3:11])(C)(C)C.Br[CH2:18][CH:19]([O:22]C)[O:20]C.[C:24]1(C)C=CC(S(O)(=O)=O)=C[CH:25]=1. The catalyst is C(O)(=O)C. The product is [C:19]([OH:22])(=[O:20])[CH3:18].[CH3:12][CH:10]([CH3:11])[CH2:9][C@@H:8]([C:13]1[S:15][CH:24]=[CH:25][N:14]=1)[NH2:7]. The yield is 0.630.